From a dataset of Catalyst prediction with 721,799 reactions and 888 catalyst types from USPTO. Predict which catalyst facilitates the given reaction. (1) Reactant: [Cl:1][C:2]1[CH:3]=[C:4]([CH:8]2[C:17]3[C:12](=[CH:13][CH:14]=[C:15]([O:18]C)[CH:16]=3)[C:11](=[O:20])[CH2:10][CH2:9]2)[CH:5]=[CH:6][CH:7]=1.[C-]#N.[Na+].O.Cl. Product: [Cl:1][C:2]1[CH:3]=[C:4]([CH:8]2[C:17]3[C:12](=[CH:13][CH:14]=[C:15]([OH:18])[CH:16]=3)[C:11](=[O:20])[CH2:10][CH2:9]2)[CH:5]=[CH:6][CH:7]=1. The catalyst class is: 16. (2) Reactant: C[O:2][C:3]1[CH:4]=[C:5]([C:9]2[C:16]([C:17]3[CH:22]=[CH:21][N:20]=[CH:19][CH:18]=3)=[C:12]3[S:13][CH:14]=[CH:15][N:11]3[N:10]=2)[CH:6]=[CH:7][CH:8]=1.B(Br)(Br)Br.C([O-])(O)=O.[Na+]. Product: [N:20]1[CH:19]=[CH:18][C:17]([C:16]2[C:9]([C:5]3[CH:4]=[C:3]([OH:2])[CH:8]=[CH:7][CH:6]=3)=[N:10][N:11]3[CH:15]=[CH:14][S:13][C:12]=23)=[CH:22][CH:21]=1. The catalyst class is: 2. (3) Reactant: [CH3:1][N:2]1[C:11]2[C:6](=[CH:7][CH:8]=[CH:9][CH:10]=2)[C:5](=[O:12])[N:4]([CH2:13][C@H:14]2[CH2:19][CH2:18][C@H:17]([C:20]([OH:22])=O)[CH2:16][CH2:15]2)[C:3]1=[O:23].CCN(C(C)C)C(C)C.CN(C(ON1N=[N:48][C:43]2C=[CH:45][CH:46]=[N:47][C:42]1=2)=[N+](C)C)C.F[P-](F)(F)(F)(F)F.C(N1CCNCC1)(OC(C)(C)C)=O.OS(O)(=O)=O. Product: [CH3:1][N:2]1[C:11]2[C:6](=[CH:7][CH:8]=[CH:9][CH:10]=2)[C:5](=[O:12])[N:4]([CH2:13][C@H:14]2[CH2:19][CH2:18][C@H:17]([C:20]([N:47]3[CH2:42][CH2:43][NH:48][CH2:45][CH2:46]3)=[O:22])[CH2:16][CH2:15]2)[C:3]1=[O:23]. The catalyst class is: 85. (4) Reactant: [CH2:1]([CH:4]1[CH2:8][CH2:7][CH2:6][C:5]1=[O:9])[CH:2]=[CH2:3].C[Si]([N-][Si](C)(C)C)(C)C.[Li+].O1CCCC1.[C:25]1([Se:31]Cl)[CH:30]=[CH:29][CH:28]=[CH:27][CH:26]=1. Product: [CH2:1]([CH:4]1[CH2:8][CH2:7][CH:6]([Se:31][C:25]2[CH:30]=[CH:29][CH:28]=[CH:27][CH:26]=2)[C:5]1=[O:9])[CH:2]=[CH2:3]. The catalyst class is: 7. (5) Reactant: [C@H:1]12[N:8]([C:9]([O:11][CH2:12][C:13]3[CH:18]=[CH:17][CH:16]=[CH:15][CH:14]=3)=[O:10])[CH2:7][C@H:6]1[CH2:5][CH2:4][NH:3][CH2:2]2.Cl[C:20]1[N:25]=[C:24]([CH3:26])[CH:23]=[C:22]([CH3:27])[N:21]=1.C([O-])([O-])=O.[Cs+].[Cs+]. Product: [CH3:27][C:22]1[CH:23]=[C:24]([CH3:26])[N:25]=[C:20]([N:3]2[CH2:4][CH2:5][C@H:6]3[C@H:1]([N:8]([C:9]([O:11][CH2:12][C:13]4[CH:18]=[CH:17][CH:16]=[CH:15][CH:14]=4)=[O:10])[CH2:7]3)[CH2:2]2)[N:21]=1. The catalyst class is: 3. (6) Reactant: C(O[CH:5]([C:9]1[CH:17]=[CH:16][C:15]([NH:18][C:19]([O:21][C:22]([CH3:25])([CH3:24])[CH3:23])=[O:20])=[C:14]2[C:10]=1[CH2:11][N:12]([CH3:27])[C:13]2=[O:26])[CH2:6][CH:7]=[CH2:8])(=O)C.[Br-].[Br-].[Br-].[In+3].[CH2:32]([Si](C)(C)C)[CH:33]=[CH2:34]. Product: [C:22]([O:21][C:19](=[O:20])[NH:18][C:15]1[CH:16]=[CH:17][C:9]([CH:5]([CH2:34][CH:33]=[CH2:32])[CH2:6][CH:7]=[CH2:8])=[C:10]2[C:14]=1[C:13](=[O:26])[N:12]([CH3:27])[CH2:11]2)([CH3:25])([CH3:24])[CH3:23]. The catalyst class is: 2. (7) Reactant: [N:1]1[N:2]([C:10]2[CH:15]=[C:14]([CH3:16])[CH:13]=[CH:12][C:11]=2[OH:17])[N:3]=[C:4]2[CH:9]=[CH:8][CH:7]=[CH:6][C:5]=12.[OH-].[K+].Br[CH:21]([CH3:39])[C:22]([C:24]1[CH:29]=[C:28]([C:30]([CH3:33])([CH3:32])[CH3:31])[C:27]([OH:34])=[C:26]([C:35]([CH3:38])([CH3:37])[CH3:36])[CH:25]=1)=[O:23].Cl. Product: [N:1]1[N:2]([C:10]2[CH:15]=[C:14]([CH3:16])[CH:13]=[CH:12][C:11]=2[O:17][CH:21]([CH3:39])[C:22]([C:24]2[CH:29]=[C:28]([C:30]([CH3:31])([CH3:33])[CH3:32])[C:27]([OH:34])=[C:26]([C:35]([CH3:38])([CH3:37])[CH3:36])[CH:25]=2)=[O:23])[N:3]=[C:4]2[CH:9]=[CH:8][CH:7]=[CH:6][C:5]=12. The catalyst class is: 264.